Dataset: Catalyst prediction with 721,799 reactions and 888 catalyst types from USPTO. Task: Predict which catalyst facilitates the given reaction. (1) Reactant: [OH-:1].[K+].[NH2:3][OH:4].Cl.[F:6][C:7]1[CH:8]=[CH:9][C:10]([N:13]([CH2:24][C:25]2[CH:34]=[CH:33][C:28]([C:29]([O:31]C)=O)=[CH:27][CH:26]=2)[C:14]2[N:18](C)[C:17]3[CH:20]=[CH:21][CH:22]=[CH:23][C:16]=3N=2)=[N:11][CH:12]=1. Product: [NH2:3][OH:1].[O:1]1[C:16]2[CH:23]=[CH:22][CH:21]=[CH:20][C:17]=2[N:18]=[C:14]1[N:13]([CH2:24][C:25]1[CH:34]=[CH:33][C:28]([C:29]([NH:3][OH:4])=[O:31])=[CH:27][CH:26]=1)[C:10]1[CH:9]=[CH:8][C:7]([F:6])=[CH:12][N:11]=1. The catalyst class is: 5. (2) Product: [CH2:12]([N:16]1[C:17](=[O:18])[C:19]2[C:20](=[CH:21][CH:22]=[CH:23][CH:24]=2)[CH:25]1[CH:26]([CH3:32])[C:27]([NH:4][C:3]([NH2:5])=[NH:2])=[O:28])[CH2:13][CH2:14][CH3:15]. Reactant: [Cl-].[NH2:2][C:3]([NH2:5])=[NH2+:4].CC(C)([O-])C.[K+].[CH2:12]([NH:16][C:17]([C:19]1[CH:24]=[CH:23][CH:22]=[CH:21][C:20]=1[CH:25]=[C:26]([CH3:32])[C:27](OCC)=[O:28])=[O:18])[CH2:13][CH2:14][CH3:15]. The catalyst class is: 9. (3) Reactant: [C:1]([OH:7])(=[O:6])[CH2:2][CH2:3][CH2:4][CH3:5].[CH:8]#[C:9][CH2:10][NH:11][C@H:12]1[C:16]2[CH:17]=[CH:18][CH:19]=[CH:20][C:15]=2[CH2:14][CH2:13]1. Product: [CH:8]#[C:9][CH2:10][NH:11][C@H:12]1[C:16]2[CH:17]=[CH:18][CH:19]=[CH:20][C:15]=2[CH2:14][CH2:13]1.[C:1]([O-:7])(=[O:6])[CH2:2][CH2:3][CH2:4][CH3:5]. The catalyst class is: 740. (4) Product: [C:1]([C:3]1[CH:4]=[CH:5][C:6]([O:12][CH:13]([CH3:15])[CH3:14])=[C:7]([CH:11]=1)[C:8]([NH:16][C@@H:17]([CH2:28][OH:29])[CH2:18][C:19]1[C:27]2[C:22](=[CH:23][CH:24]=[CH:25][CH:26]=2)[NH:21][CH:20]=1)=[O:10])#[CH:2]. Reactant: [C:1]([C:3]1[CH:4]=[CH:5][C:6]([O:12][CH:13]([CH3:15])[CH3:14])=[C:7]([CH:11]=1)[C:8]([OH:10])=O)#[CH:2].[NH2:16][C@@H:17]([CH2:28][OH:29])[CH2:18][C:19]1[C:27]2[C:22](=[CH:23][CH:24]=[CH:25][CH:26]=2)[NH:21][CH:20]=1.C1C=CC2N(O)N=NC=2C=1.C(Cl)CCl. The catalyst class is: 3.